This data is from Tyrosyl-DNA phosphodiesterase HTS with 341,365 compounds. The task is: Binary Classification. Given a drug SMILES string, predict its activity (active/inactive) in a high-throughput screening assay against a specified biological target. (1) The result is 0 (inactive). The molecule is O=C/1N(CCc2cc(OC)c(OC)cc2)C(=O)NC(=O)C1=C\NC1CC1. (2) The drug is Brc1cc(F)c(NC(=O)COC(=O)c2ncc(nc2)C)cc1. The result is 0 (inactive).